From a dataset of Reaction yield outcomes from USPTO patents with 853,638 reactions. Predict the reaction yield, written as a fraction of the theoretical maximum amount of product (1.0 means a 100% yield; for example, 0.34 means a 34% yield). (1) The reactants are [C:1]([C:5]1[CH:12]=[CH:11][C:10]([N+:13]([O-:15])=[O:14])=[CH:9][C:6]=1[C:7]#[N:8])([CH3:4])([CH3:3])[CH3:2].B.C1COCC1.CO.Cl. The catalyst is C1COCC1.O. The product is [C:1]([C:5]1[CH:12]=[CH:11][C:10]([N+:13]([O-:15])=[O:14])=[CH:9][C:6]=1[CH2:7][NH2:8])([CH3:4])([CH3:2])[CH3:3]. The yield is 0.430. (2) The reactants are CO.Cl.[CH3:4][O:5][C:6]1[CH:11]=[CH:10][C:9]([NH:12][NH2:13])=[CH:8][CH:7]=1.[F:14][C:15]([F:27])([F:26])[C:16](=O)[CH2:17][C:18]([C:20]1[O:21][CH:22]=[CH:23][CH:24]=1)=O.FC(F)(F)C(O)=O. The yield is 0.960. The catalyst is C(O)(C)C.O. The product is [O:21]1[CH:22]=[CH:23][CH:24]=[C:20]1[C:18]1[N:12]([C:9]2[CH:10]=[CH:11][C:6]([O:5][CH3:4])=[CH:7][CH:8]=2)[N:13]=[C:16]([C:15]([F:14])([F:26])[F:27])[CH:17]=1. (3) The reactants are [Br:1][C:2]1[S:3][C:4](Br)=[CH:5][CH:6]=1.C([Li])CCC.[O:13]1[C:17]2[CH:18]=[CH:19][C:20]([CH:22]=[O:23])=[CH:21][C:16]=2[CH:15]=[CH:14]1.O. The yield is 0.810. The product is [O:13]1[C:17]2[CH:18]=[CH:19][C:20]([CH:22]([C:4]3[S:3][C:2]([Br:1])=[CH:6][CH:5]=3)[OH:23])=[CH:21][C:16]=2[CH:15]=[CH:14]1. The catalyst is O1CCCC1. (4) The reactants are [NH2:1][CH:2]1[CH2:7][CH2:6][N:5]([C:8]([O:10][CH2:11][CH3:12])=[O:9])[CH2:4][CH2:3]1.[CH2:13]=O.[Cl:15][C:16]1[CH:17]=[C:18]([CH:33]=[CH:34][C:35]=1[Cl:36])[CH2:19][N:20]([CH3:32])[C:21](=[O:31])[CH:22]=[C:23]1[C:27](=[O:28])OC(C)(C)[O:24]1. The catalyst is CO. The product is [CH2:11]([O:10][C:8]([N:5]1[CH2:4][CH2:3][CH:2]([N:1]2[CH2:13][C:22]([C:21](=[O:31])[N:20]([CH2:19][C:18]3[CH:33]=[CH:34][C:35]([Cl:36])=[C:16]([Cl:15])[CH:17]=3)[CH3:32])=[C:23]([OH:24])[C:27]2=[O:28])[CH2:7][CH2:6]1)=[O:9])[CH3:12]. The yield is 0.270. (5) The reactants are [C:1]([C:5]1[CH:9]=[C:8]([NH2:10])[N:7]([C:11]2[CH:16]=[CH:15][CH:14]=[C:13]([C:17]([F:20])([F:19])[F:18])[CH:12]=2)[N:6]=1)([CH3:4])([CH3:3])[CH3:2].Cl[C:22]([O:24][C:25]1[CH:30]=[CH:29][CH:28]=[CH:27][CH:26]=1)=[O:23]. No catalyst specified. The product is [C:1]([C:5]1[CH:9]=[C:8]([NH:10][C:22](=[O:23])[O:24][C:25]2[CH:30]=[CH:29][CH:28]=[CH:27][CH:26]=2)[N:7]([C:11]2[CH:16]=[CH:15][CH:14]=[C:13]([C:17]([F:19])([F:20])[F:18])[CH:12]=2)[N:6]=1)([CH3:4])([CH3:2])[CH3:3]. The yield is 0.350. (6) The reactants are [CH3:1][S:2]([CH2:5][CH2:6][NH2:7])(=[O:4])=[O:3].Cl[C:9]1[N:14]=[C:13]([C:15]2[S:19][C:18]([CH:20]([CH3:22])[CH3:21])=[N:17][C:16]=2[C:23]2[CH:24]=[C:25]([NH:29][S:30]([C:33]3[O:34][CH:35]=[CH:36][CH:37]=3)(=[O:32])=[O:31])[CH:26]=[CH:27][CH:28]=2)[CH:12]=[CH:11][N:10]=1.C(OCC)C. The catalyst is C(Cl)Cl.Cl. The product is [CH3:22][CH:20]([C:18]1[S:19][C:15]([C:13]2[CH:12]=[CH:11][N:10]=[C:9]([NH:7][CH2:6][CH2:5][S:2]([CH3:1])(=[O:4])=[O:3])[N:14]=2)=[C:16]([C:23]2[CH:24]=[C:25]([NH:29][S:30]([C:33]3[O:34][CH:35]=[CH:36][CH:37]=3)(=[O:32])=[O:31])[CH:26]=[CH:27][CH:28]=2)[N:17]=1)[CH3:21]. The yield is 0.200.